From a dataset of Full USPTO retrosynthesis dataset with 1.9M reactions from patents (1976-2016). Predict the reactants needed to synthesize the given product. (1) Given the product [S:18]1[CH:22]=[CH:21][C:20]([C:2]2[N:7]=[C:6]([S:8]([O:11][C:12]3[CH:17]=[CH:16][CH:15]=[CH:14][CH:13]=3)(=[O:10])=[O:9])[CH:5]=[CH:4][CH:3]=2)=[CH:19]1, predict the reactants needed to synthesize it. The reactants are: Br[C:2]1[N:7]=[C:6]([S:8]([O:11][C:12]2[CH:17]=[CH:16][CH:15]=[CH:14][CH:13]=2)(=[O:10])=[O:9])[CH:5]=[CH:4][CH:3]=1.[S:18]1[CH:22]=[CH:21][C:20](B(O)O)=[CH:19]1.ClCCl. (2) Given the product [Cl:31][C:9]1[C:10]([C:27]([NH2:29])=[O:28])=[N:11][N:12]([C:13]2[CH:14]=[C:15]([C:23]([CH3:26])([CH3:25])[CH3:24])[CH:16]=[C:17]([C:19]([CH3:22])([CH3:20])[CH3:21])[CH:18]=2)[C:8]=1[CH2:7][CH:1]1[CH2:2][CH2:3][CH2:4][CH2:5][CH2:6]1, predict the reactants needed to synthesize it. The reactants are: [CH:1]1([CH2:7][C:8]2[N:12]([C:13]3[CH:18]=[C:17]([C:19]([CH3:22])([CH3:21])[CH3:20])[CH:16]=[C:15]([C:23]([CH3:26])([CH3:25])[CH3:24])[CH:14]=3)[N:11]=[C:10]([C:27]([NH2:29])=[O:28])[CH:9]=2)[CH2:6][CH2:5][CH2:4][CH2:3][CH2:2]1.C(Cl)[Cl:31].